This data is from Catalyst prediction with 721,799 reactions and 888 catalyst types from USPTO. The task is: Predict which catalyst facilitates the given reaction. (1) Product: [CH3:21][N:22]1[CH2:36][CH2:35][C:18]2[N:19]=[C:14]([N:13]([CH3:41])[C:10]3[CH:9]=[CH:8][C:7]([N:3]4[CH:4]=[CH:5][N:6]=[C:2]4[CH3:1])=[CH:12][CH:11]=3)[N:15]=[C:16]([N:24]3[C:32]4[C:27](=[CH:28][CH:29]=[CH:30][CH:31]=4)[CH2:26][C@H:25]3[CH2:39][OH:40])[C:17]=2[CH2:23]1. Reactant: [CH3:1][C:2]1[N:3]([C:7]2[CH:12]=[CH:11][C:10]([NH:13][C:14]3[N:15]=[C:16]([N:24]4[C:32]5[C:27](=[CH:28][CH:29]=[CH:30][CH:31]=5)[CH2:26][C@H:25]4CO)[C:17]4[CH2:23][NH:22][CH2:21]C[C:18]=4[N:19]=3)=[CH:9][CH:8]=2)[CH:4]=[CH:5][N:6]=1.[C:35](O)(=O)[CH3:36].[CH2:39]=[O:40].[C:41]([BH3-])#N.[Na+]. The catalyst class is: 5. (2) Reactant: O.[CH2:2]([C:4]1[C:8]([O:9][C:10]2[CH:11]=[C:12]([CH:15]=[C:16]([S:18][CH3:19])[CH:17]=2)[C:13]#[N:14])=[C:7]([CH2:20][CH3:21])[N:6]([CH2:22][CH2:23][OH:24])[N:5]=1)[CH3:3].[OH:25]OS([O-])=O.[K+]. Product: [CH2:2]([C:4]1[C:8]([O:9][C:10]2[CH:11]=[C:12]([CH:15]=[C:16]([S:18]([CH3:19])=[O:25])[CH:17]=2)[C:13]#[N:14])=[C:7]([CH2:20][CH3:21])[N:6]([CH2:22][CH2:23][OH:24])[N:5]=1)[CH3:3]. The catalyst class is: 4. (3) Reactant: N1C=CN=C1[C@@H]1CCCN1C(OC(C)(C)C)=O.[I:18][C:19]1[N:20]=[C:21]([C@@H:25]2[CH2:29][CH2:28][CH2:27][N:26]2[C:30]([O:32][C:33]([CH3:36])([CH3:35])[CH3:34])=[O:31])[NH:22][C:23]=1I.P(C(C)(C)C)(C(C)(C)C)C(C)(C)C.N1CCCCC1. Product: [I:18][C:19]1[N:20]=[C:21]([C@@H:25]2[CH2:29][CH2:28][CH2:27][N:26]2[C:30]([O:32][C:33]([CH3:36])([CH3:35])[CH3:34])=[O:31])[NH:22][CH:23]=1. The catalyst class is: 122. (4) Reactant: CN(C(ON1N=NC2C=CC=NC1=2)=[N+](C)C)C.F[P-](F)(F)(F)(F)F.Cl.[CH:26]1([N:29]2[C:38]3[C:33](=[CH:34][C:35]([F:58])=[C:36]([N:41]4[CH2:46][CH2:45][CH2:44][C:43](=[C:47]([F:57])[CH2:48][NH:49][C:50]([C@@H:52]5[CH2:56][CH2:55][CH2:54][NH:53]5)=[O:51])[CH2:42]4)[C:37]=3[O:39][CH3:40])[C:32](=[O:59])[C:31]([C:60]([OH:62])=[O:61])=[CH:30]2)[CH2:28][CH2:27]1.[C:63]([O:67][C:68]([NH:70][C@@H:71]([CH2:75][CH2:76][CH2:77][CH2:78][NH:79][C:80]([O:82][C:83]([CH3:86])([CH3:85])[CH3:84])=[O:81])[C:72](O)=[O:73])=[O:69])([CH3:66])([CH3:65])[CH3:64].CCN(C(C)C)C(C)C. Product: [C:63]([O:67][C:68]([NH:70][C@@H:71]([CH2:75][CH2:76][CH2:77][CH2:78][NH:79][C:80]([O:82][C:83]([CH3:86])([CH3:85])[CH3:84])=[O:81])[C:72]([N:53]1[CH2:54][CH2:55][CH2:56][C@H:52]1[C:50]([NH:49][CH2:48][C:47](=[C:43]1[CH2:44][CH2:45][CH2:46][N:41]([C:36]2[C:37]([O:39][CH3:40])=[C:38]3[C:33]([C:32](=[O:59])[C:31]([C:60]([OH:62])=[O:61])=[CH:30][N:29]3[CH:26]3[CH2:28][CH2:27]3)=[CH:34][C:35]=2[F:58])[CH2:42]1)[F:57])=[O:51])=[O:73])=[O:69])([CH3:66])([CH3:65])[CH3:64]. The catalyst class is: 674.